Predict which catalyst facilitates the given reaction. From a dataset of Catalyst prediction with 721,799 reactions and 888 catalyst types from USPTO. (1) Reactant: [Cl:1][C:2]1[CH:3]=[CH:4][C:5]([C:25](OC)=[O:26])=[C:6]2[C:10]=1[N:9]=[C:8]1[N:11]([C:16]3[CH:21]=[CH:20][C:19]([O:22][CH3:23])=[CH:18][C:17]=3[Cl:24])[CH2:12][CH2:13][CH2:14][CH2:15][N:7]21.[BH4-].[Li+]. Product: [Cl:1][C:2]1[C:10]2[N:9]=[C:8]3[N:11]([C:16]4[CH:21]=[CH:20][C:19]([O:22][CH3:23])=[CH:18][C:17]=4[Cl:24])[CH2:12][CH2:13][CH2:14][CH2:15][N:7]3[C:6]=2[C:5]([CH2:25][OH:26])=[CH:4][CH:3]=1. The catalyst class is: 54. (2) Reactant: [F:1][C:2]1[C:11]([N+:12]([O-])=O)=[CH:10][C:9]([N+:15]([O-:17])=[O:16])=[CH:8][C:3]=1[C:4]([O:6][CH3:7])=[O:5].C1(C)C=CC=CC=1. Product: [NH2:12][C:11]1[C:2]([F:1])=[C:3]([CH:8]=[C:9]([N+:15]([O-:17])=[O:16])[CH:10]=1)[C:4]([O:6][CH3:7])=[O:5]. The catalyst class is: 409. (3) Reactant: [CH3:1][O:2][C:3]1[CH:4]=[C:5]([C:11]2[CH:12]=[CH:13][C:14]3[N:15]([C:17]([C:21]4[CH:26]=[CH:25][C:24](I)=[CH:23][CH:22]=4)=[C:18]([CH3:20])[N:19]=3)[N:16]=2)[CH:6]=[CH:7][C:8]=1[O:9][CH3:10].[NH:28]1[CH2:32][CH2:31][CH2:30][C:29]1=[O:33].C([O-])([O-])=O.[K+].[K+].N1CCC[C@H]1C(O)=O. Product: [CH3:1][O:2][C:3]1[CH:4]=[C:5]([C:11]2[CH:12]=[CH:13][C:14]3[N:15]([C:17]([C:21]4[CH:26]=[CH:25][C:24]([N:28]5[CH2:32][CH2:31][CH2:30][C:29]5=[O:33])=[CH:23][CH:22]=4)=[C:18]([CH3:20])[N:19]=3)[N:16]=2)[CH:6]=[CH:7][C:8]=1[O:9][CH3:10]. The catalyst class is: 156. (4) Reactant: Br[CH2:2][C:3]1[S:4][C:5]2[CH:11]=[CH:10][CH:9]=[CH:8][C:6]=2[N:7]=1.C(N(C(C)C)CC)(C)C.[N:21]1([C:27]2[CH:32]=[CH:31][CH:30]=[CH:29][C:28]=2[OH:33])[CH2:26][CH2:25][NH:24][CH2:23][CH2:22]1. Product: [S:4]1[C:5]2[CH:11]=[CH:10][CH:9]=[CH:8][C:6]=2[N:7]=[C:3]1[CH2:2][N:24]1[CH2:23][CH2:22][N:21]([C:27]2[CH:32]=[CH:31][CH:30]=[CH:29][C:28]=2[OH:33])[CH2:26][CH2:25]1. The catalyst class is: 10.